From a dataset of Forward reaction prediction with 1.9M reactions from USPTO patents (1976-2016). Predict the product of the given reaction. (1) Given the reactants FC(F)(F)C([O-])=O.[Cl:8][C:9]1[C:13]([Cl:14])=[C:12]([CH3:15])[NH:11][C:10]=1[C:16]([NH:18][CH:19]1[CH2:24][CH2:23][NH2+:22][CH2:21][CH2:20]1)=[O:17].C(Cl)(Cl)Cl.C(O)(C)C.C([O-])([O-])=O.[Na+].[Na+], predict the reaction product. The product is: [Cl:8][C:9]1[C:13]([Cl:14])=[C:12]([CH3:15])[NH:11][C:10]=1[C:16]([NH:18][CH:19]1[CH2:24][CH2:23][NH:22][CH2:21][CH2:20]1)=[O:17]. (2) Given the reactants Cl.[CH:2]([O:5][C:6]1[CH:11]=[CH:10][CH:9]=[CH:8][C:7]=1[N:12]1[CH2:17][CH2:16][N:15]([CH2:18][C:19](=[O:32])[CH2:20][N:21]2[C:29](=[O:30])[CH:28]3[CH:23]([CH2:24][CH:25]=[CH:26][CH2:27]3)[C:22]2=[O:31])[CH2:14][CH2:13]1)([CH3:4])[CH3:3].[CH:33]1(OC2C=CC=CC=2N2CCNCC2)CCC[CH2:34]1, predict the reaction product. The product is: [CH:2]1([O:5][C:6]2[CH:11]=[CH:10][CH:9]=[CH:8][C:7]=2[N:12]2[CH2:17][CH2:16][N:15]([CH2:18][CH:19]([OH:32])[CH2:20][N:21]3[C:29](=[O:30])[C:28]4[C:23](=[CH:24][CH:25]=[CH:26][CH:27]=4)[C:22]3=[O:31])[CH2:14][CH2:13]2)[CH2:4][CH2:34][CH2:33][CH2:3]1.